Dataset: Catalyst prediction with 721,799 reactions and 888 catalyst types from USPTO. Task: Predict which catalyst facilitates the given reaction. (1) Reactant: F[C:2]1[C:7]([S:8]([CH3:11])(=[O:10])=[O:9])=[CH:6][CH:5]=[CH:4][C:3]=1[CH:12]1[CH2:17][CH2:16][N:15]([CH2:18][CH2:19][CH3:20])[CH2:14][CH2:13]1.[NH3:21]. Product: [CH3:11][S:8]([C:7]1[CH:6]=[CH:5][CH:4]=[C:3]([CH:12]2[CH2:17][CH2:16][N:15]([CH2:18][CH2:19][CH3:20])[CH2:14][CH2:13]2)[C:2]=1[NH2:21])(=[O:10])=[O:9]. The catalyst class is: 5. (2) Reactant: Br[C:2]1[CH:3]=[C:4]([C:8]2[CH:9]=[C:10]3[C:14](=[CH:15][CH:16]=2)[N:13]([CH3:17])[C:12](=[O:18])[CH2:11]3)[CH:5]=[N:6][CH:7]=1.[N:19]1[CH:24]=[CH:23][CH:22]=[C:21](B(O)O)[CH:20]=1.COCCOC.C(=O)([O-])[O-].[Na+].[Na+]. Product: [N:6]1[CH:5]=[C:4]([C:8]2[CH:9]=[C:10]3[C:14](=[CH:15][CH:16]=2)[N:13]([CH3:17])[C:12](=[O:18])[CH2:11]3)[CH:3]=[C:2]([C:21]2[CH:20]=[N:19][CH:24]=[CH:23][CH:22]=2)[CH:7]=1. The catalyst class is: 668. (3) Reactant: [CH2:1]=[CH:2][C:3]1[CH:8]=[CH:7][CH:6]=[CH:5][CH:4]=1.[C:9]([NH:13][C:14]([CH3:21])([CH3:20])[CH2:15][S:16]([OH:19])(=[O:18])=[O:17])(=[O:12])[CH:10]=[CH2:11].N(C(C)(C)C(OC)=O)=NC(C)(C)C(OC)=O. Product: [CH2:1]=[CH:2][C:3]1[CH:8]=[CH:7][CH:6]=[CH:5][CH:4]=1.[C:9]([NH:13][C:14]([CH3:21])([CH3:20])[CH2:15][S:16]([OH:19])(=[O:17])=[O:18])(=[O:12])[CH:10]=[CH2:11]. The catalyst class is: 16. (4) Reactant: [C:1]1([CH2:7][N:8]2[C:13](=[O:14])[CH2:12][C:11](=[O:15])[N:10]([CH:16]3[CH2:21][CH2:20][O:19][CH2:18][CH2:17]3)[C:9]2=[O:22])[CH:6]=[CH:5][CH:4]=[CH:3][CH:2]=1.C(N(C(C)C)CC)(C)C.[N:32]([CH2:35][C:36]([O:38]CC)=[O:37])=[C:33]=[O:34]. Product: [OH:15][C:11]1[N:10]([CH:16]2[CH2:21][CH2:20][O:19][CH2:18][CH2:17]2)[C:9](=[O:22])[N:8]([CH2:7][C:1]2[CH:6]=[CH:5][CH:4]=[CH:3][CH:2]=2)[C:13](=[O:14])[C:12]=1[C:33]([NH:32][CH2:35][C:36]([OH:38])=[O:37])=[O:34]. The catalyst class is: 4.